Dataset: Catalyst prediction with 721,799 reactions and 888 catalyst types from USPTO. Task: Predict which catalyst facilitates the given reaction. (1) Reactant: [CH2:1]([O:4][CH:5]([CH:8]1[CH2:17][CH2:16][C:11]2([O:15][CH2:14][CH2:13][O:12]2)[CH2:10][CH2:9]1)[CH:6]=[CH2:7])C=C.N1CCC1. Product: [O:4]1[CH2:1][CH:7]=[CH:6][CH:5]1[CH:8]1[CH2:9][CH2:10][C:11]2([O:12][CH2:13][CH2:14][O:15]2)[CH2:16][CH2:17]1. The catalyst class is: 2. (2) Reactant: [C:1]([O:5][C:6](=[O:22])[N:7]([C@H:11]1[CH2:20][CH2:19][C:18]2[C:13](=[CH:14][CH:15]=[C:16]([NH2:21])[CH:17]=2)[CH2:12]1)[CH2:8][CH2:9][CH3:10])([CH3:4])([CH3:3])[CH3:2].CN(C1C=CC=CN=1)C.[F:32][C:33]([F:46])([F:45])[CH2:34][C:35]1[CH:40]=[CH:39][C:38]([S:41](Cl)(=[O:43])=[O:42])=[CH:37][CH:36]=1. Product: [C:1]([O:5][C:6](=[O:22])[N:7]([CH2:8][CH2:9][CH3:10])[C@H:11]1[CH2:20][CH2:19][C:18]2[C:13](=[CH:14][CH:15]=[C:16]([NH:21][S:41]([C:38]3[CH:37]=[CH:36][C:35]([CH2:34][C:33]([F:32])([F:45])[F:46])=[CH:40][CH:39]=3)(=[O:43])=[O:42])[CH:17]=2)[CH2:12]1)([CH3:2])([CH3:3])[CH3:4]. The catalyst class is: 7. (3) Reactant: Cl[C:2]1[CH:7]=[CH:6][C:5]([O:8][C:9]2[CH:14]=[CH:13][C:12]([F:15])=[C:11]([F:16])[CH:10]=2)=[CH:4][N:3]=1.[F:17][C:18]1[CH:19]=[C:20]([CH:22]=[CH:23][C:24]=1[N:25]1[CH2:30][CH2:29][O:28][CH2:27][CH2:26]1)[NH2:21].C1(P(C2C=CC=CC=2)C2C3OC4C(=CC=CC=4P(C4C=CC=CC=4)C4C=CC=CC=4)C(C)(C)C=3C=CC=2)C=CC=CC=1.C(=O)([O-])[O-].[Cs+].[Cs+]. Product: [F:16][C:11]1[CH:10]=[C:9]([CH:14]=[CH:13][C:12]=1[F:15])[O:8][C:5]1[CH:6]=[CH:7][C:2]([NH:21][C:20]2[CH:22]=[CH:23][C:24]([N:25]3[CH2:26][CH2:27][O:28][CH2:29][CH2:30]3)=[C:18]([F:17])[CH:19]=2)=[N:3][CH:4]=1. The catalyst class is: 155. (4) Reactant: [F:1][C:2]1[CH:20]=[C:19]([I:21])[CH:18]=[CH:17][C:3]=1[NH:4][C:5]1[C:6]([C:12]([O:14][CH2:15][CH3:16])=[O:13])=[CH:7][NH:8][C:9](=[O:11])[CH:10]=1.[H-].[Na+].[CH2:24](Br)[CH:25]=[CH2:26]. Product: [CH2:26]([N:8]1[C:9](=[O:11])[CH:10]=[C:5]([NH:4][C:3]2[CH:17]=[CH:18][C:19]([I:21])=[CH:20][C:2]=2[F:1])[C:6]([C:12]([O:14][CH2:15][CH3:16])=[O:13])=[CH:7]1)[CH:25]=[CH2:24]. The catalyst class is: 3. (5) Product: [Br:37][C:38]1[CH:39]=[N:40][C:41]([N:44]2[CH2:45][CH2:46][N:47]([C:2]3[N:7]=[CH:6][N:5]=[C:4]([NH:8][C:9]4[CH:10]=[N:11][N:12]([CH2:14][C@H:15]5[O:20][CH2:19][CH2:18][N:17]([C:21]([O:23][C:24]([CH3:27])([CH3:26])[CH3:25])=[O:22])[CH2:16]5)[CH:13]=4)[N:3]=3)[CH2:48][CH2:49]2)=[N:42][CH:43]=1. The catalyst class is: 12. Reactant: Cl[C:2]1[N:7]=[CH:6][N:5]=[C:4]([NH:8][C:9]2[CH:10]=[N:11][N:12]([CH2:14][C@H:15]3[O:20][CH2:19][CH2:18][N:17]([C:21]([O:23][C:24]([CH3:27])([CH3:26])[CH3:25])=[O:22])[CH2:16]3)[CH:13]=2)[N:3]=1.C(N(C(C)C)CC)(C)C.[Br:37][C:38]1[CH:39]=[N:40][C:41]([N:44]2[CH2:49][CH2:48][NH:47][CH2:46][CH2:45]2)=[N:42][CH:43]=1. (6) Reactant: F[C:2]1[C:7]([S:8]([CH3:11])(=[O:10])=[O:9])=[CH:6][CH:5]=[C:4](F)[C:3]=1[C:13]([N:15]1[CH2:20][CH2:19][N:18]([C:21]2[CH:26]=[CH:25][C:24]([S:27]([CH3:30])(=[O:29])=[O:28])=[CH:23][C:22]=2[F:31])[CH2:17][CH2:16]1)=[O:14].[CH:32]([O-:35])([CH3:34])[CH3:33].[Na+]. Product: [CH:32]([O:35][C:2]1[C:7]([S:8]([CH3:11])(=[O:10])=[O:9])=[CH:6][CH:5]=[C:4]([O:35][CH:32]([CH3:34])[CH3:33])[C:3]=1[C:13]([N:15]1[CH2:20][CH2:19][N:18]([C:21]2[CH:26]=[CH:25][C:24]([S:27]([CH3:30])(=[O:29])=[O:28])=[CH:23][C:22]=2[F:31])[CH2:17][CH2:16]1)=[O:14])([CH3:34])[CH3:33]. The catalyst class is: 6. (7) Reactant: [C:1]12[CH:13]=[CH:12][CH:11]=[CH:10][C:9]=1[S:8][C:7]1[C:2]2=[C:3](O)[N:4]=[CH:5][N:6]=1.O=P(Cl)(Cl)[Cl:17]. Product: [Cl:17][C:3]1[N:4]=[CH:5][N:6]=[C:7]2[C:2]=1[C:1]1[CH:13]=[CH:12][CH:11]=[CH:10][C:9]=1[S:8]2. The catalyst class is: 12. (8) Reactant: [C:1]([O:5][CH2:6][CH2:7][CH2:8][CH2:9][CH2:10][CH2:11][CH2:12][CH2:13][CH2:14][CH2:15][CH2:16][CH2:17][CH2:18][CH2:19][CH2:20][CH2:21][CH2:22][CH3:23])(=[O:4])[CH:2]=[CH2:3].[C:24]([O:28][CH2:29][CH2:30][CH2:31][CH2:32][CH2:33][CH2:34][CH2:35][CH2:36][CH2:37][CH2:38][CH2:39][CH2:40][CH2:41][CH2:42][CH2:43][CH:44]([CH3:46])[CH3:45])(=[O:27])[CH:25]=[CH2:26]. Product: [C:1]([O:5][CH2:6][CH2:7][CH2:8][CH2:9][CH2:10][CH2:11][CH2:12][CH2:13][CH2:14][CH2:15][CH2:16][CH2:17][CH2:18][CH2:19][CH2:20][CH2:21][CH2:22][CH3:23])(=[O:4])[CH:2]=[CH2:3].[C:24]([O:28][CH2:29][CH2:30][CH2:31][CH2:32][CH2:33][CH2:34][CH2:35][CH2:36][CH2:37][CH2:38][CH2:39][CH2:40][CH2:41][CH2:42][CH2:43][CH:44]([CH3:46])[CH3:45])(=[O:27])[CH:25]=[CH2:26]. The catalyst class is: 244. (9) Reactant: [Cl:1][C:2]1[N:7]=[C:6]2[S:8][C:9]([C:11]([O:13]C)=[O:12])=[CH:10][C:5]2=[N:4][CH:3]=1.[OH-].[Na+].O. Product: [Cl:1][C:2]1[N:7]=[C:6]2[S:8][C:9]([C:11]([OH:13])=[O:12])=[CH:10][C:5]2=[N:4][CH:3]=1. The catalyst class is: 1. (10) Reactant: [NH2:1][CH:2]([OH:23])[C@H:3]([CH3:22])[CH2:4][CH2:5][C:6]1[S:7][C:8]([C:11]#[C:12][CH2:13][CH2:14][CH2:15][C:16]2[CH:21]=[CH:20][CH:19]=[CH:18][CH:17]=2)=[CH:9][CH:10]=1.S(=O)(=O)(O)[OH:25].[OH-].[Na+]. Product: [NH2:1][CH:2]([OH:23])[C@H:3]([CH3:22])[CH2:4][CH2:5][C:6]1[S:7][C:8]([C:11](=[O:25])[CH2:12][CH2:13][CH2:14][CH2:15][C:16]2[CH:17]=[CH:18][CH:19]=[CH:20][CH:21]=2)=[CH:9][CH:10]=1. The catalyst class is: 5.